From a dataset of Reaction yield outcomes from USPTO patents with 853,638 reactions. Predict the reaction yield, written as a fraction of the theoretical maximum amount of product (1.0 means a 100% yield; for example, 0.34 means a 34% yield). (1) The reactants are C([O:5][C:6](=[O:28])[CH2:7][O:8][C:9]1[CH:14]=[CH:13][C:12]([CH2:15][CH2:16][S:17][C:18]2[CH:27]=[CH:26][CH:25]=[CH:24][C:19]=2[C:20]([O:22][CH3:23])=[O:21])=[CH:11][CH:10]=1)(C)(C)C.FC(F)(F)C(O)=O. The catalyst is C(Cl)Cl. The product is [CH3:23][O:22][C:20]([C:19]1[CH:24]=[CH:25][CH:26]=[CH:27][C:18]=1[S:17][CH2:16][CH2:15][C:12]1[CH:11]=[CH:10][C:9]([O:8][CH2:7][C:6]([OH:28])=[O:5])=[CH:14][CH:13]=1)=[O:21]. The yield is 0.639. (2) The reactants are C(OC([N:8]1[CH2:12][CH2:11][CH:10]([C:13]([C:15]2[N:23]3[C:18]([C:19]([NH2:24])=[N:20][CH:21]=[N:22]3)=[C:17]([C:25]3[CH:26]=[CH:27][C:28]4[C:32]([CH:33]=3)=[N:31][N:30]([CH2:34][C:35]3[CH:40]=[CH:39][CH:38]=[CH:37][CH:36]=3)[CH:29]=4)[CH:16]=2)=[O:14])[CH2:9]1)=O)(C)(C)C.Cl. The catalyst is C1COCC1.O1CCOCC1. The product is [NH2:24][C:19]1[C:18]2=[C:17]([C:25]3[CH:26]=[CH:27][C:28]4[C:32]([CH:33]=3)=[N:31][N:30]([CH2:34][C:35]3[CH:36]=[CH:37][CH:38]=[CH:39][CH:40]=3)[CH:29]=4)[CH:16]=[C:15]([C:13]([CH:10]3[CH2:11][CH2:12][NH:8][CH2:9]3)=[O:14])[N:23]2[N:22]=[CH:21][N:20]=1. The yield is 0.780.